Dataset: Forward reaction prediction with 1.9M reactions from USPTO patents (1976-2016). Task: Predict the product of the given reaction. The product is: [C:4]([O:3][C:1]([N:8]1[CH2:15][C@H:14]([F:16])[CH2:13][C@H:9]1[C:10](=[O:12])[NH:17][C:18]1[CH:19]=[C:20]([C:21]([O:23][CH3:24])=[O:22])[CH:25]=[C:26]([Br:28])[CH:27]=1)=[O:2])([CH3:5])([CH3:6])[CH3:7]. Given the reactants [C:1]([N:8]1[CH2:15][C@H:14]([F:16])[CH2:13][C@H:9]1[C:10]([OH:12])=O)([O:3][C:4]([CH3:7])([CH3:6])[CH3:5])=[O:2].[NH2:17][C:18]1[CH:19]=[C:20]([CH:25]=[C:26]([Br:28])[CH:27]=1)[C:21]([O:23][CH3:24])=[O:22].CN(C(ON1N=NC2C=CC=CC1=2)=[N+](C)C)C.F[P-](F)(F)(F)(F)F.CCN(C(C)C)C(C)C, predict the reaction product.